From a dataset of Forward reaction prediction with 1.9M reactions from USPTO patents (1976-2016). Predict the product of the given reaction. Given the reactants Br[CH2:2][C:3]1[CH:4]=[C:5]([CH:8]=[CH:9][CH:10]=1)[C:6]#[N:7].[CH3:11][NH:12][CH2:13][CH:14]([OH:17])[CH2:15][OH:16], predict the reaction product. The product is: [OH:17][CH:14]([CH2:15][OH:16])[CH2:13][N:12]([CH2:2][C:3]1[CH:4]=[C:5]([CH:8]=[CH:9][CH:10]=1)[C:6]#[N:7])[CH3:11].